This data is from Catalyst prediction with 721,799 reactions and 888 catalyst types from USPTO. The task is: Predict which catalyst facilitates the given reaction. (1) Reactant: [Cl:1][C:2]1[CH:7]=[CH:6][C:5]([CH:8]2[CH2:11][CH2:10][CH:9]2[NH2:12])=[CH:4][CH:3]=1.C(N(CC)CC)C.[F:20][C:21]([F:32])([F:31])[C:22]1[CH:30]=[CH:29][CH:28]=[CH:27][C:23]=1[C:24](Cl)=[O:25]. Product: [Cl:1][C:2]1[CH:3]=[CH:4][C:5]([C@H:8]2[CH2:11][CH2:10][C@H:9]2[NH:12][C:24](=[O:25])[C:23]2[CH:27]=[CH:28][CH:29]=[CH:30][C:22]=2[C:21]([F:20])([F:31])[F:32])=[CH:6][CH:7]=1. The catalyst class is: 1. (2) Reactant: [N+:1]([C:4]1[CH:9]=[CH:8][CH:7]=[CH:6][C:5]=1[S:10]([NH:13][C:14]1[CH:19]=[C:18]([CH3:20])[CH:17]=[CH:16][C:15]=1[CH3:21])(=[O:12])=[O:11])([O-])=O.O.O.Cl[Sn]Cl.[OH-].[K+]. Product: [NH2:1][C:4]1[CH:9]=[CH:8][CH:7]=[CH:6][C:5]=1[S:10]([NH:13][C:14]1[CH:19]=[C:18]([CH3:20])[CH:17]=[CH:16][C:15]=1[CH3:21])(=[O:12])=[O:11]. The catalyst class is: 25. (3) Reactant: [CH3:1][O:2][C:3](=[O:20])[C@H:4]([CH2:16][C:17]([OH:19])=O)[NH:5][C:6]([O:8][CH2:9][C:10]1[CH:15]=[CH:14][CH:13]=[CH:12][CH:11]=1)=[O:7].C(C1NC=CN=1)(C1NC=CN=1)=O.[C:33]([O:39][C:40]([CH3:43])([CH3:42])[CH3:41])(=[O:38])[CH2:34]C([O-])=O. Product: [CH3:1][O:2][C:3](=[O:20])[C@@H:4]([NH:5][C:6]([O:8][CH2:9][C:10]1[CH:11]=[CH:12][CH:13]=[CH:14][CH:15]=1)=[O:7])[CH2:16][C:17](=[O:19])[CH2:34][C:33]([O:39][C:40]([CH3:43])([CH3:42])[CH3:41])=[O:38]. The catalyst class is: 7. (4) Reactant: [CH3:1][C:2]1([CH3:37])[O:13][C@H:12]2[C@@H:4]([C@@H:5]([C@H:23]([O:28][CH2:29][C:30]3[CH:35]=[CH:34][C:33]([F:36])=[CH:32][CH:31]=3)[C:24]([F:27])([F:26])[F:25])[O:6][C@H:7]3[C@@H:11]2[N:10]=[C:9]([N:14](C)[C:15](=O)OC(C)(C)C)[S:8]3)[O:3]1.BrC[Mg]. Product: [CH3:15][NH:14][C:9]1[S:8][C@@H:7]2[C@@H:11]([C@@H:12]3[C@@H:4]([C@@H:5]([C@H:23]([O:28][CH2:29][C:30]4[CH:31]=[CH:32][C:33]([F:36])=[CH:34][CH:35]=4)[C:24]([F:26])([F:27])[F:25])[O:6]2)[O:3][C:2]([CH3:37])([CH3:1])[O:13]3)[N:10]=1. The catalyst class is: 1.